From a dataset of Full USPTO retrosynthesis dataset with 1.9M reactions from patents (1976-2016). Predict the reactants needed to synthesize the given product. (1) Given the product [F:1][C:2]([F:7])([F:6])[C:3]([OH:5])=[O:4].[C:48]([N:42]1[CH2:43][CH2:44][CH2:45][C@H:40]([CH2:39][C:38]([NH:37][C:29]2[CH:30]=[CH:31][C:32]3[NH:33][C:34]4[N:35]=[C:19]([NH:20][C:21]5[CH:22]=[CH:23][CH:24]=[C:25]([CH:47]=5)[CH2:26][CH2:27][C:28]=2[CH:36]=3)[N:18]=[CH:17][C:16]=4[Cl:15])=[O:46])[CH2:41]1)(=[O:55])[C:49]1[CH:54]=[CH:53][CH:52]=[CH:51][CH:50]=1, predict the reactants needed to synthesize it. The reactants are: [F:1][C:2]([F:7])([F:6])[C:3]([OH:5])=[O:4].FC(F)(F)C(O)=O.[Cl:15][C:16]1[CH:17]=[N:18][C:19]2[NH:20][C:21]3[CH:22]=[CH:23][CH:24]=[C:25]([CH:47]=3)[CH2:26][CH2:27][C:28]3[CH:36]=[C:32]([NH:33][C:34]=1[N:35]=2)[CH:31]=[CH:30][C:29]=3[NH:37][C:38](=[O:46])[CH2:39][C@H:40]1[CH2:45][CH2:44][CH2:43][NH:42][CH2:41]1.[C:48](Cl)(=[O:55])[C:49]1[CH:54]=[CH:53][CH:52]=[CH:51][CH:50]=1. (2) Given the product [CH3:18][O:6][CH2:7][C:8]1[CH:13]=[C:12]([NH2:14])[CH:11]=[CH:10][C:9]=1[NH2:15], predict the reactants needed to synthesize it. The reactants are: S(=O)(=O)(O)O.[OH:6][CH2:7][C:8]1[CH:13]=[C:12]([NH2:14])[CH:11]=[CH:10][C:9]=1[NH2:15].[OH-].[Na+].[CH3:18]O. (3) Given the product [C:3]([NH:6][CH2:7][CH2:8][NH:9][C:10]1[C:11]2[CH:24]=[C:23]([C:25]([OH:27])=[O:26])[NH:22][C:12]=2[N:13]=[C:14]([C:16]2[CH:21]=[CH:20][CH:19]=[CH:18][CH:17]=2)[N:15]=1)(=[O:5])[CH3:4], predict the reactants needed to synthesize it. The reactants are: [OH-].[Na+].[C:3]([NH:6][CH2:7][CH2:8][NH:9][C:10]1[C:11]2[CH:24]=[C:23]([C:25]([OH:27])=[O:26])[N:22](S(C3C=CC=CC=3)(=O)=O)[C:12]=2[N:13]=[C:14]([C:16]2[CH:21]=[CH:20][CH:19]=[CH:18][CH:17]=2)[N:15]=1)(=[O:5])[CH3:4]. (4) Given the product [C:24]([O:23][C:19]([C:20]1[CH:21]=[C:12]([C:10]([O:9][CH2:2][C:3]2[CH:4]=[CH:5][CH:6]=[CH:7][CH:8]=2)=[O:11])[N:13]2[C:18]=1[CH:17]=[CH:16][CH:15]=[CH:14]2)=[O:22])([CH3:27])([CH3:26])[CH3:25], predict the reactants needed to synthesize it. The reactants are: [Br-].[CH2:2]([O:9][C:10]([CH2:12][N+:13]1[CH:18]=[CH:17][CH:16]=[CH:15][CH:14]=1)=[O:11])[C:3]1[CH:8]=[CH:7][CH:6]=[CH:5][CH:4]=1.[C:19]([O:23][C:24]([CH3:27])([CH3:26])[CH3:25])(=[O:22])[C:20]#[CH:21].C(N(CC)CC)C.O. (5) Given the product [CH3:36][C:35]1[C:30]([C:27]2[S:26][C:25]3[CH:24]=[CH:23][CH:22]=[C:21]([C:19]([NH2:18])=[O:20])[C:29]=3[CH:28]=2)=[N:31][C:32]([NH:54][CH2:53][CH2:52][CH2:51][CH:48]2[CH2:49][CH2:50][NH:45][CH2:46][CH2:47]2)=[N:33][CH:34]=1, predict the reactants needed to synthesize it. The reactants are: COC1C=CC(C([NH:18][C:19]([C:21]2[C:29]3[CH:28]=[C:27]([C:30]4[C:35]([CH3:36])=[CH:34][N:33]=[C:32](Cl)[N:31]=4)[S:26][C:25]=3[CH:24]=[CH:23][CH:22]=2)=[O:20])C2C=CC(OC)=CC=2)=CC=1.C(OC([N:45]1[CH2:50][CH2:49][CH:48]([CH2:51][CH2:52][CH2:53][NH2:54])[CH2:47][CH2:46]1)=O)(C)(C)C.C(N(C(C)C)CC)(C)C. (6) Given the product [CH3:9][Si:10]([CH3:12])([CH3:11])[C:13]#[C:14][C:2]1[CH:7]=[CH:6][CH:5]=[CH:4][C:3]=1[I:8], predict the reactants needed to synthesize it. The reactants are: I[C:2]1[CH:7]=[CH:6][CH:5]=[CH:4][C:3]=1[I:8].[CH3:9][Si:10]([C:13]#[CH:14])([CH3:12])[CH3:11].